Dataset: NCI-60 drug combinations with 297,098 pairs across 59 cell lines. Task: Regression. Given two drug SMILES strings and cell line genomic features, predict the synergy score measuring deviation from expected non-interaction effect. (1) Drug 1: C1CC(=O)NC(=O)C1N2CC3=C(C2=O)C=CC=C3N. Drug 2: C1CNP(=O)(OC1)N(CCCl)CCCl. Cell line: K-562. Synergy scores: CSS=-5.21, Synergy_ZIP=-0.449, Synergy_Bliss=-6.22, Synergy_Loewe=-5.13, Synergy_HSA=-5.67. (2) Drug 1: CC1=C(C=C(C=C1)NC2=NC=CC(=N2)N(C)C3=CC4=NN(C(=C4C=C3)C)C)S(=O)(=O)N.Cl. Drug 2: CN(CCCl)CCCl.Cl. Cell line: A498. Synergy scores: CSS=1.30, Synergy_ZIP=-2.11, Synergy_Bliss=-1.39, Synergy_Loewe=-18.1, Synergy_HSA=-5.19. (3) Drug 1: CC1CCC2CC(C(=CC=CC=CC(CC(C(=O)C(C(C(=CC(C(=O)CC(OC(=O)C3CCCCN3C(=O)C(=O)C1(O2)O)C(C)CC4CCC(C(C4)OC)OCCO)C)C)O)OC)C)C)C)OC. Drug 2: CC1C(C(CC(O1)OC2CC(OC(C2O)C)OC3=CC4=CC5=C(C(=O)C(C(C5)C(C(=O)C(C(C)O)O)OC)OC6CC(C(C(O6)C)O)OC7CC(C(C(O7)C)O)OC8CC(C(C(O8)C)O)(C)O)C(=C4C(=C3C)O)O)O)O. Cell line: T-47D. Synergy scores: CSS=42.4, Synergy_ZIP=-1.56, Synergy_Bliss=3.16, Synergy_Loewe=-1.19, Synergy_HSA=2.02. (4) Drug 1: C1CC(=O)NC(=O)C1N2C(=O)C3=CC=CC=C3C2=O. Drug 2: C1CCC(C(C1)N)N.C(=O)(C(=O)[O-])[O-].[Pt+4]. Cell line: SNB-19. Synergy scores: CSS=20.5, Synergy_ZIP=-5.42, Synergy_Bliss=-1.72, Synergy_Loewe=-1.25, Synergy_HSA=0.168.